Dataset: Peptide-MHC class II binding affinity with 134,281 pairs from IEDB. Task: Regression. Given a peptide amino acid sequence and an MHC pseudo amino acid sequence, predict their binding affinity value. This is MHC class II binding data. (1) The peptide sequence is SYTIVSSLGVDDVGT. The MHC is H-2-IAb with pseudo-sequence H-2-IAb. The binding affinity (normalized) is 0.121. (2) The peptide sequence is YFRNEQSIPPLIKKY. The MHC is DRB1_1201 with pseudo-sequence DRB1_1201. The binding affinity (normalized) is 0.301. (3) The peptide sequence is HMQDKTMVKKWRDVP. The MHC is HLA-DQA10601-DQB10402 with pseudo-sequence HLA-DQA10601-DQB10402. The binding affinity (normalized) is 0. (4) The peptide sequence is TKIMSSKRILERESV. The binding affinity (normalized) is 0.648. The MHC is DRB1_1101 with pseudo-sequence DRB1_1101.